Dataset: Reaction yield outcomes from USPTO patents with 853,638 reactions. Task: Predict the reaction yield, written as a fraction of the theoretical maximum amount of product (1.0 means a 100% yield; for example, 0.34 means a 34% yield). (1) The reactants are [OH:1][C:2]1[N:6]([CH3:7])[N:5]=[C:4]([C:8]([O:10][CH3:11])=[O:9])[CH:3]=1.C([O-])([O-])=O.[K+].[K+].Cl[C:19]([F:24])([F:23])C([O-])=O.[Na+]. The catalyst is CN(C=O)C.O.CCOC(C)=O. The product is [F:23][CH:19]([F:24])[O:1][C:2]1[N:6]([CH3:7])[N:5]=[C:4]([C:8]([O:10][CH3:11])=[O:9])[CH:3]=1. The yield is 0.810. (2) The reactants are Br[C:2]1[CH:3]=[C:4]([CH:23]=[CH:24][CH:25]=1)[CH2:5][O:6][C:7]1[CH:12]=[CH:11][C:10]([C:13]2([CH2:17][C:18]([O:20][CH2:21][CH3:22])=[O:19])[CH2:16][O:15][CH2:14]2)=[CH:9][CH:8]=1.[Cl:26][C:27]1[CH:32]=[C:31]([OH:33])[CH:30]=[CH:29][C:28]=1B(O)O.C(=O)([O-])[O-].[K+].[K+]. The catalyst is O1CCOCC1.O. The product is [Cl:26][C:27]1[CH:32]=[C:31]([OH:33])[CH:30]=[CH:29][C:28]=1[C:2]1[CH:25]=[CH:24][CH:23]=[C:4]([CH2:5][O:6][C:7]2[CH:8]=[CH:9][C:10]([C:13]3([CH2:17][C:18]([O:20][CH2:21][CH3:22])=[O:19])[CH2:16][O:15][CH2:14]3)=[CH:11][CH:12]=2)[CH:3]=1. The yield is 0.790. (3) The reactants are C([O:8][C:9]1[CH:17]=[C:16]([CH2:18][C:19]2[C:20]([NH2:26])=[N:21][C:22]([NH2:25])=[N:23][CH:24]=2)[CH:15]=[C:14]2[C:10]=1[CH:11]=[C:12]([CH3:29])[N:13]2[CH2:27][CH3:28])C1C=CC=CC=1. The catalyst is [Pd].CO.O1CCCC1. The product is [NH2:25][C:22]1[N:21]=[C:20]([NH2:26])[C:19]([CH2:18][C:16]2[CH:17]=[C:9]([OH:8])[C:10]3[CH:11]=[C:12]([CH3:29])[N:13]([CH2:27][CH3:28])[C:14]=3[CH:15]=2)=[CH:24][N:23]=1. The yield is 0.910. (4) The reactants are [H-].[Na+].[OH:3][CH:4]1[C:12]2[C:7](=[CH:8][CH:9]=[C:10]([C:13]([F:16])([F:15])[F:14])[CH:11]=2)[CH:6]([N:17]2[CH2:22][CH2:21][N:20]([C:23]3([CH3:36])[CH2:28][CH2:27][N:26]([C:29]([O:31][C:32]([CH3:35])([CH3:34])[CH3:33])=[O:30])[CH2:25][CH2:24]3)[CH2:19][CH:18]2[CH3:37])[CH2:5]1.[CH3:38]I. The catalyst is O1CCCC1. The product is [CH3:38][O:3][CH:4]1[C:12]2[C:7](=[CH:8][CH:9]=[C:10]([C:13]([F:16])([F:14])[F:15])[CH:11]=2)[CH:6]([N:17]2[CH2:22][CH2:21][N:20]([C:23]3([CH3:36])[CH2:24][CH2:25][N:26]([C:29]([O:31][C:32]([CH3:35])([CH3:34])[CH3:33])=[O:30])[CH2:27][CH2:28]3)[CH2:19][C@@H:18]2[CH3:37])[CH2:5]1. The yield is 0.850. (5) The reactants are [NH:1]1[CH2:7][CH2:6][CH2:5][CH2:4][C:3]2[CH:8]=[CH:9][CH:10]=[CH:11][C:2]1=2.[CH3:12][N:13]1[CH2:18][CH2:17][C:16](=O)[CH2:15][CH2:14]1.C(O)(=O)C.[BH3-]C#N.[Na+]. The product is [CH3:12][N:13]1[CH2:18][CH2:17][CH:16]([N:1]2[CH2:7][CH2:6][CH2:5][CH2:4][C:3]3[CH:8]=[CH:9][CH:10]=[CH:11][C:2]2=3)[CH2:15][CH2:14]1. The catalyst is CO. The yield is 0.494. (6) The reactants are Br[C:2]1[S:6][C:5]([C:7]([CH:12]2[CH2:14][CH2:13]2)([CH:9]2[CH2:11][CH2:10]2)[OH:8])=[N:4][CH:3]=1.[N+:15]([C:18]1[CH:19]=[C:20]([N:33]2[CH2:38][CH2:37][O:36][CH2:35][CH2:34]2)[CH:21]=[C:22](B2OC(C)(C)C(C)(C)O2)[CH:23]=1)([O-:17])=[O:16].C([O-])([O-])=O.[Na+].[Na+].ClCCl. The catalyst is COCCOC.C(OCC)(=O)C.C1C=CC(P(C2C=CC=CC=2)[C-]2C=CC=C2)=CC=1.C1C=CC(P(C2C=CC=CC=2)[C-]2C=CC=C2)=CC=1.Cl[Pd]Cl.[Fe+2]. The product is [CH:9]1([C:7]([CH:12]2[CH2:14][CH2:13]2)([C:5]2[S:6][C:2]([C:22]3[CH:23]=[C:18]([N+:15]([O-:17])=[O:16])[CH:19]=[C:20]([N:33]4[CH2:38][CH2:37][O:36][CH2:35][CH2:34]4)[CH:21]=3)=[CH:3][N:4]=2)[OH:8])[CH2:11][CH2:10]1. The yield is 0.680.